From a dataset of Forward reaction prediction with 1.9M reactions from USPTO patents (1976-2016). Predict the product of the given reaction. (1) Given the reactants [CH3:1][O:2][C:3](=[O:29])[CH2:4][C@H:5]1[C:9]2[CH:10]=[CH:11][C:12]([O:14][C@H:15]3[C:23]4[C:18](=[C:19](Br)[C:20]([C:24]([F:27])([F:26])[F:25])=[CH:21][CH:22]=4)[CH2:17][CH2:16]3)=[CH:13][C:8]=2[O:7][CH2:6]1.[O:30]1[C:34]2([CH2:39][CH2:38][NH+:37]([CH2:40][B-](F)(F)F)[CH2:36][CH2:35]2)[CH2:33][CH2:32][CH2:31]1, predict the reaction product. The product is: [CH3:1][O:2][C:3](=[O:29])[CH2:4][C@H:5]1[C:9]2[CH:10]=[CH:11][C:12]([O:14][C@H:15]3[C:23]4[C:18](=[C:19]([CH2:40][N:37]5[CH2:36][CH2:35][C:34]6([O:30][CH2:31][CH2:32][CH2:33]6)[CH2:39][CH2:38]5)[C:20]([C:24]([F:27])([F:26])[F:25])=[CH:21][CH:22]=4)[CH2:17][CH2:16]3)=[CH:13][C:8]=2[O:7][CH2:6]1. (2) Given the reactants FC(F)(F)[O:3][C:4]1[CH:9]=[CH:8][C:7](O)=[CH:6][CH:5]=1.[C:13]([C:19]([O:21]C)=O)#[C:14][C:15]([O:17]C)=[O:16], predict the reaction product. The product is: [O:3]1[C:4]2[C:5](=[CH:6][CH:7]=[CH:8][CH:9]=2)[C:19](=[O:21])[CH:13]=[C:14]1[C:15]([OH:17])=[O:16]. (3) Given the reactants C(NC(C)C)(C)C.C([Li])CCC.[Cl:13][C:14]1[CH:19]=[CH:18][CH:17]=[C:16]([CH3:20])[N:15]=1.CN(C)CCN(C)C.[C:29](=O)([O:32]C)[O:30][CH3:31], predict the reaction product. The product is: [Cl:13][C:14]1[N:15]=[C:16]([CH2:20][C:29]([O:30][CH3:31])=[O:32])[CH:17]=[CH:18][CH:19]=1. (4) The product is: [CH3:17][O:16][C:3]1[C:2]([B:21]2[O:22][C:23]([CH3:25])([CH3:24])[C:19]([CH3:35])([CH3:18])[O:20]2)=[CH:7][CH:6]=[CH:5][C:4]=1[CH2:8][CH2:9][CH2:10][C:11]([O:13][CH2:14][CH3:15])=[O:12]. Given the reactants Br[C:2]1[C:3]([O:16][CH3:17])=[C:4]([CH2:8][CH2:9][CH2:10][C:11]([O:13][CH2:14][CH3:15])=[O:12])[CH:5]=[CH:6][CH:7]=1.[CH3:18][C:19]1([CH3:35])[C:23]([CH3:25])([CH3:24])[O:22][B:21]([B:21]2[O:22][C:23]([CH3:25])([CH3:24])[C:19]([CH3:35])([CH3:18])[O:20]2)[O:20]1.C([O-])(=O)C.[K+], predict the reaction product. (5) Given the reactants [CH3:1][N:2]([C:6]1[CH:11]=[CH:10][C:9]([C:12]2[N:16]=[CH:15][N:14]([C:17]3[CH:22]=[CH:21][C:20]([O:23][C:24]([F:27])([F:26])[F:25])=[CH:19][CH:18]=3)[N:13]=2)=[CH:8][CH:7]=1)[C:3]([NH2:5])=[S:4].C(N(CC)CC)C.[C:35](Cl)(=[O:39])[C:36](Cl)=[O:37], predict the reaction product. The product is: [CH3:1][N:2]([C:6]1[CH:11]=[CH:10][C:9]([C:12]2[N:16]=[CH:15][N:14]([C:17]3[CH:22]=[CH:21][C:20]([O:23][C:24]([F:27])([F:25])[F:26])=[CH:19][CH:18]=3)[N:13]=2)=[CH:8][CH:7]=1)[C:3]1[S:4][C:35](=[O:39])[C:36](=[O:37])[N:5]=1. (6) Given the reactants [N:1]12[CH2:8][CH2:7][CH:4]([CH2:5][CH2:6]1)[CH2:3][CH:2]2[C:9]#[N:10].[C:11]([OH:20])(=[O:19])[CH:12]([CH:14]([C:16]([OH:18])=[O:17])[OH:15])[OH:13], predict the reaction product. The product is: [C:16]([CH:14]([CH:12]([C:11]([O-:20])=[O:19])[OH:13])[OH:15])([O-:18])=[O:17].[N:1]12[CH2:8][CH2:7][CH:4]([CH2:5][CH2:6]1)[CH2:3][C@@H:2]2[C:9]#[N:10]. (7) Given the reactants Br[C:2]1[CH:3]=[CH:4][C:5]2[N:6]([C:8]([C:11]3[CH:16]=[CH:15][CH:14]=[CH:13][C:12]=3[S:17][CH2:18][CH2:19][O:20][Si:21]([CH:28]([CH3:30])[CH3:29])([CH:25]([CH3:27])[CH3:26])[CH:22]([CH3:24])[CH3:23])=[N:9][N:10]=2)[CH:7]=1.[SH:31][C:32]1[CH:37]=[CH:36][CH:35]=[CH:34][C:33]=1[CH2:38][OH:39], predict the reaction product. The product is: [CH:22]([Si:21]([CH:28]([CH3:30])[CH3:29])([CH:25]([CH3:27])[CH3:26])[O:20][CH2:19][CH2:18][S:17][C:12]1[CH:13]=[CH:14][CH:15]=[CH:16][C:11]=1[C:8]1[N:6]2[CH:7]=[C:2]([S:31][C:32]3[CH:37]=[CH:36][CH:35]=[CH:34][C:33]=3[CH2:38][OH:39])[CH:3]=[CH:4][C:5]2=[N:10][N:9]=1)([CH3:24])[CH3:23]. (8) Given the reactants CS([O:5][C@@H:6]([CH2:8][CH2:9][CH2:10][CH2:11][CH2:12][CH2:13][CH2:14][CH2:15][CH2:16]/[CH:17]=[CH:18]\[CH2:19][CH2:20][CH2:21][CH3:22])[CH3:7])(=O)=O.[C:23]([O-])(=[O:25])[CH3:24].[K+].CC(N(C)C)=O, predict the reaction product. The product is: [C:23]([O:5][C@H:6]([CH2:8][CH2:9][CH2:10][CH2:11][CH2:12][CH2:13][CH2:14][CH2:15][CH2:16]/[CH:17]=[CH:18]\[CH2:19][CH2:20][CH2:21][CH3:22])[CH3:7])(=[O:25])[CH3:24].